This data is from NCI-60 drug combinations with 297,098 pairs across 59 cell lines. The task is: Regression. Given two drug SMILES strings and cell line genomic features, predict the synergy score measuring deviation from expected non-interaction effect. (1) Drug 1: CC1=CC2C(CCC3(C2CCC3(C(=O)C)OC(=O)C)C)C4(C1=CC(=O)CC4)C. Drug 2: CC=C1C(=O)NC(C(=O)OC2CC(=O)NC(C(=O)NC(CSSCCC=C2)C(=O)N1)C(C)C)C(C)C. Cell line: U251. Synergy scores: CSS=64.5, Synergy_ZIP=-3.90, Synergy_Bliss=-5.81, Synergy_Loewe=-44.3, Synergy_HSA=-4.96. (2) Drug 1: C1=NC2=C(N1)C(=S)N=C(N2)N. Drug 2: CC1=C(N=C(N=C1N)C(CC(=O)N)NCC(C(=O)N)N)C(=O)NC(C(C2=CN=CN2)OC3C(C(C(C(O3)CO)O)O)OC4C(C(C(C(O4)CO)O)OC(=O)N)O)C(=O)NC(C)C(C(C)C(=O)NC(C(C)O)C(=O)NCCC5=NC(=CS5)C6=NC(=CS6)C(=O)NCCC[S+](C)C)O. Cell line: SK-MEL-5. Synergy scores: CSS=39.9, Synergy_ZIP=-1.58, Synergy_Bliss=-0.923, Synergy_Loewe=-7.00, Synergy_HSA=-1.00. (3) Drug 1: C1CCC(CC1)NC(=O)N(CCCl)N=O. Drug 2: CC1C(C(CC(O1)OC2CC(CC3=C2C(=C4C(=C3O)C(=O)C5=C(C4=O)C(=CC=C5)OC)O)(C(=O)CO)O)N)O.Cl. Cell line: OVCAR-8. Synergy scores: CSS=37.0, Synergy_ZIP=-0.110, Synergy_Bliss=0.766, Synergy_Loewe=1.07, Synergy_HSA=2.74. (4) Drug 1: CC12CCC(CC1=CCC3C2CCC4(C3CC=C4C5=CN=CC=C5)C)O. Drug 2: C1=CC(=CC=C1CC(C(=O)O)N)N(CCCl)CCCl.Cl. Cell line: HOP-62. Synergy scores: CSS=24.0, Synergy_ZIP=-1.48, Synergy_Bliss=4.91, Synergy_Loewe=-1.61, Synergy_HSA=1.39. (5) Drug 1: CC1CCC2CC(C(=CC=CC=CC(CC(C(=O)C(C(C(=CC(C(=O)CC(OC(=O)C3CCCCN3C(=O)C(=O)C1(O2)O)C(C)CC4CCC(C(C4)OC)OCCO)C)C)O)OC)C)C)C)OC. Drug 2: CCCCC(=O)OCC(=O)C1(CC(C2=C(C1)C(=C3C(=C2O)C(=O)C4=C(C3=O)C=CC=C4OC)O)OC5CC(C(C(O5)C)O)NC(=O)C(F)(F)F)O. Cell line: NCI-H522. Synergy scores: CSS=41.0, Synergy_ZIP=0.453, Synergy_Bliss=0.352, Synergy_Loewe=-0.302, Synergy_HSA=-0.118.